From a dataset of Peptide-MHC class II binding affinity with 134,281 pairs from IEDB. Regression. Given a peptide amino acid sequence and an MHC pseudo amino acid sequence, predict their binding affinity value. This is MHC class II binding data. (1) The peptide sequence is RWFHERGYVKLEGRV. The MHC is HLA-DQA10501-DQB10303 with pseudo-sequence HLA-DQA10501-DQB10303. The binding affinity (normalized) is 0.259. (2) The peptide sequence is MSMASSSSSSLLAMA. The MHC is HLA-DQA10301-DQB10302 with pseudo-sequence HLA-DQA10301-DQB10302. The binding affinity (normalized) is 0.141.